Task: Predict the reaction yield, written as a fraction of the theoretical maximum amount of product (1.0 means a 100% yield; for example, 0.34 means a 34% yield).. Dataset: Reaction yield outcomes from USPTO patents with 853,638 reactions (1) The reactants are [F:1][C:2]([F:14])([F:13])[C:3]1[CH:12]=[CH:11][C:6]2[N:7]=[C:8]([NH2:10])[S:9][C:5]=2[CH:4]=1.[C:15]1([CH3:24])[CH:20]=[CH:19][C:18]([C:21](Cl)=[O:22])=[CH:17][CH:16]=1.Br[CH:26]([CH3:32])[C:27]([O:29]CC)=[O:28].COC1C=CC2N=C(N)SC=2C=1.ClC1C=C(C=CC=1)C(Cl)=O.BrCC(OCC)=O. No catalyst specified. The product is [CH3:24][C:15]1[CH:20]=[CH:19][C:18]([C:21]([N:10]=[C:8]2[N:7]([CH:26]([CH3:32])[C:27]([OH:29])=[O:28])[C:6]3[CH:11]=[CH:12][C:3]([C:2]([F:1])([F:13])[F:14])=[CH:4][C:5]=3[S:9]2)=[O:22])=[CH:17][CH:16]=1. The yield is 0.310. (2) The reactants are [CH3:1][O:2][C:3](=[O:23])[C:4]1[CH:9]=[C:8]([N+:10]([O-])=O)[C:7]([NH2:13])=[C:6]([F:14])[C:5]=1[NH:15][C:16]1[CH:21]=[CH:20][CH:19]=[CH:18][C:17]=1[Cl:22]. The catalyst is CC(O)=O.C(OCC)(=O)C.[Zn]. The product is [CH3:1][O:2][C:3](=[O:23])[C:4]1[CH:9]=[C:8]([NH2:10])[C:7]([NH2:13])=[C:6]([F:14])[C:5]=1[NH:15][C:16]1[CH:21]=[CH:20][CH:19]=[CH:18][C:17]=1[Cl:22]. The yield is 0.480. (3) The reactants are [CH3:1][O:2][C:3](=[O:21])[C@H:4]([CH2:13][C:14]1[CH:19]=[CH:18][C:17]([OH:20])=[CH:16][CH:15]=1)[NH:5][C:6]([O:8][C:9]([CH3:12])([CH3:11])[CH3:10])=[O:7].[S:22](Cl)([C:25]1[CH:31]=[CH:30][C:28]([CH3:29])=[CH:27][CH:26]=1)(=[O:24])=[O:23].C(N(CC)CC)C. The catalyst is C1(C)C=CC=CC=1. The product is [CH3:1][O:2][C:3](=[O:21])[C@H:4]([CH2:13][C:14]1[CH:19]=[CH:18][C:17]([O:20][S:22]([C:25]2[CH:31]=[CH:30][C:28]([CH3:29])=[CH:27][CH:26]=2)(=[O:24])=[O:23])=[CH:16][CH:15]=1)[NH:5][C:6]([O:8][C:9]([CH3:12])([CH3:10])[CH3:11])=[O:7]. The yield is 0.920.